Dataset: Forward reaction prediction with 1.9M reactions from USPTO patents (1976-2016). Task: Predict the product of the given reaction. (1) Given the reactants C([Li])CCC.CCCCCC.Br[C:13]1[CH:18]=[CH:17][CH:16]=[CH:15][C:14]=1[F:19].[F:20][CH2:21][C@@H:22]([O:25][CH2:26][C:27](N(OC)C)=[O:28])[CH:23]=[CH2:24].[NH4+].[Cl-], predict the reaction product. The product is: [F:20][CH2:21][C@@H:22]([O:25][CH2:26][C:27]([C:13]1[CH:18]=[CH:17][CH:16]=[CH:15][C:14]=1[F:19])=[O:28])[CH:23]=[CH2:24]. (2) Given the reactants CC1C=C(C)C=C(C)C=1S([O-])(=O)=O.[NH2:14][N+:15]1[CH:20]=[CH:19][C:18]([CH3:21])=[CH:17][C:16]=1[O:22][CH2:23][C:24]1[C:29]([F:30])=[CH:28][CH:27]=[CH:26][C:25]=1[F:31].[C:32]([O:39][CH3:40])(=[O:38])[C:33]#[C:34][CH2:35][CH2:36][CH3:37].C(=O)([O-])[O-].[K+].[K+].O, predict the reaction product. The product is: [F:30][C:29]1[CH:28]=[CH:27][CH:26]=[C:25]([F:31])[C:24]=1[CH2:23][O:22][C:16]1[N:15]2[N:14]=[C:34]([CH2:35][CH2:36][CH3:37])[C:33]([C:32]([O:39][CH3:40])=[O:38])=[C:20]2[CH:19]=[C:18]([CH3:21])[CH:17]=1. (3) Given the reactants [H-].[Na+].C(OC(N1CCC(O)CC1)=O)(C)(C)C.[Cl:17]C1N=CC=CN=1.C(OC([N:31]1[CH2:36][CH2:35][CH:34]([O:37][C:38]2[N:43]=[CH:42][CH:41]=[CH:40][N:39]=2)[CH2:33][CH2:32]1)=O)(C)(C)C.Cl, predict the reaction product. The product is: [ClH:17].[N:39]1[CH:40]=[CH:41][CH:42]=[N:43][C:38]=1[O:37][CH:34]1[CH2:35][CH2:36][NH:31][CH2:32][CH2:33]1. (4) The product is: [C:25]([NH:1][C:2]1[CH:7]=[CH:6][C:5]([N:8]2[C:14](=[O:15])[CH2:13][C:12](=[O:16])[NH:11][C:10]3[C:17]4[C:22]([CH:23]=[CH:24][C:9]2=3)=[CH:21][CH:20]=[CH:19][CH:18]=4)=[CH:4][CH:3]=1)(=[O:32])[C:26]1[CH:31]=[CH:30][CH:29]=[CH:28][CH:27]=1. Given the reactants [NH2:1][C:2]1[CH:7]=[CH:6][C:5]([N:8]2[C:14](=[O:15])[CH2:13][C:12](=[O:16])[NH:11][C:10]3[C:17]4[C:22]([CH:23]=[CH:24][C:9]2=3)=[CH:21][CH:20]=[CH:19][CH:18]=4)=[CH:4][CH:3]=1.[C:25](Cl)(=[O:32])[C:26]1[CH:31]=[CH:30][CH:29]=[CH:28][CH:27]=1.C(=O)([O-])O.[Na+], predict the reaction product.